From a dataset of Full USPTO retrosynthesis dataset with 1.9M reactions from patents (1976-2016). Predict the reactants needed to synthesize the given product. (1) Given the product [O:1]1[CH:5]=[CH:4][C:3]([C:6]2[CH:7]=[C:8]([C:12]([NH:14][C:15]3[S:16][C:17]([CH3:33])=[C:18]([C:27]4[CH:28]=[CH:29][CH:30]=[CH:31][CH:32]=4)[C:19]=3[C:20]([OH:22])=[O:21])=[O:13])[CH:9]=[CH:10][CH:11]=2)=[CH:2]1, predict the reactants needed to synthesize it. The reactants are: [O:1]1[CH:5]=[CH:4][C:3]([C:6]2[CH:7]=[C:8]([C:12]([NH:14][C:15]3[S:16][C:17]([CH3:33])=[C:18]([C:27]4[CH:32]=[CH:31][CH:30]=[CH:29][CH:28]=4)[C:19]=3[C:20]([O:22]C(C)(C)C)=[O:21])=[O:13])[CH:9]=[CH:10][CH:11]=2)=[CH:2]1.FC(F)(F)C(O)=O.CCCCCC. (2) Given the product [CH3:15][C:14]1[C:2]2[C:3](=[N:4][CH:5]=[CH:6][CH:7]=2)[NH:8][C:10]=1[C:11]([OH:13])=[O:12], predict the reactants needed to synthesize it. The reactants are: Br[C:2]1[C:3]([NH2:8])=[N:4][CH:5]=[CH:6][CH:7]=1.O=[C:10]([CH2:14][CH3:15])[C:11]([OH:13])=[O:12].P([O-])([O-])([O-])=O.[K+].[K+].[K+].S([O-])([O-])(=O)=O.[Mg+2]. (3) Given the product [Br:1][C:2]1[CH:3]=[C:4]2[C:9](=[CH:10][CH:11]=1)[CH:8]=[C:7]([C:12]([Cl:18])=[O:14])[CH:6]=[CH:5]2, predict the reactants needed to synthesize it. The reactants are: [Br:1][C:2]1[CH:3]=[C:4]2[C:9](=[CH:10][CH:11]=1)[CH:8]=[C:7]([C:12]([OH:14])=O)[CH:6]=[CH:5]2.C(Cl)(=O)C([Cl:18])=O.